Dataset: Reaction yield outcomes from USPTO patents with 853,638 reactions. Task: Predict the reaction yield, written as a fraction of the theoretical maximum amount of product (1.0 means a 100% yield; for example, 0.34 means a 34% yield). The reactants are [OH:1][CH2:2][C:3](=O)[CH2:4][C:5]1[C:10]([Cl:11])=[CH:9][C:8]([Cl:12])=[CH:7][C:6]=1[Cl:13].N1C=CC=CC=1.Cl.[CH3:22][O:23][NH2:24]. The catalyst is CO. The product is [CH3:22][O:23][N:24]=[C:3]([CH2:4][C:5]1[C:10]([Cl:11])=[CH:9][C:8]([Cl:12])=[CH:7][C:6]=1[Cl:13])[CH2:2][OH:1]. The yield is 0.990.